From a dataset of Full USPTO retrosynthesis dataset with 1.9M reactions from patents (1976-2016). Predict the reactants needed to synthesize the given product. (1) Given the product [CH3:7][C:8]1[C:9]([C:21]2[CH:26]=[CH:25][CH:24]=[C:23]([O:27][CH3:28])[CH:22]=2)=[C:10]([O:20][C:30]2[CH:37]=[CH:36][C:33]([CH:34]=[O:35])=[CH:32][CH:31]=2)[C:11]2[C:16]([CH:17]=1)=[CH:15][C:14]([O:18][CH3:19])=[CH:13][CH:12]=2, predict the reactants needed to synthesize it. The reactants are: CC(N(C)C)=O.[CH3:7][C:8]1[C:9]([C:21]2[CH:26]=[CH:25][CH:24]=[C:23]([O:27][CH3:28])[CH:22]=2)=[C:10]([OH:20])[C:11]2[C:16]([CH:17]=1)=[CH:15][C:14]([O:18][CH3:19])=[CH:13][CH:12]=2.F[C:30]1[CH:37]=[CH:36][C:33]([CH:34]=[O:35])=[CH:32][CH:31]=1.C(=O)([O-])[O-].[Cs+].[Cs+]. (2) The reactants are: [CH3:1][O:2][C:3]1[CH:4]=[C:5]2[C:9](=[CH:10][CH:11]=1)[NH:8][N:7]=[CH:6]2.[C:12]([O-])(O)=O.[Na+]. Given the product [CH3:1][O:2][C:3]1[CH:11]=[CH:10][C:9]2[C:5](=[CH:6][N:7]([CH3:12])[N:8]=2)[CH:4]=1, predict the reactants needed to synthesize it. (3) Given the product [F:33][C:2]1([F:1])[CH2:7][CH2:6][CH:5]([CH2:8][C:9]2[N:13]3[C:14]([CH:27]([F:34])[F:28])=[CH:15][C:16]([C:18]([NH:20][CH:21]4[CH2:22][CH2:23][O:24][CH2:25][CH2:26]4)=[O:19])=[CH:17][C:12]3=[N:11][C:10]=2[C:29]([F:31])([F:32])[F:30])[CH2:4][CH2:3]1, predict the reactants needed to synthesize it. The reactants are: [F:1][C:2]1([F:33])[CH2:7][CH2:6][CH:5]([CH2:8][C:9]2[N:13]3[C:14]([CH2:27][F:28])=[CH:15][C:16]([C:18]([NH:20][CH:21]4[CH2:26][CH2:25][O:24][CH2:23][CH2:22]4)=[O:19])=[CH:17][C:12]3=[N:11][C:10]=2[C:29]([F:32])([F:31])[F:30])[CH2:4][CH2:3]1.[F:34]C1(F)CCC(CC2N3C(C=O)=CC(C(NC4CCOCC4)=O)=CC3=NC=2C(F)(F)F)CC1. (4) Given the product [F:1][C:2]1[CH:23]=[CH:22][CH:21]=[CH:20][C:3]=1[CH2:4][S:5]([CH:6]1[CH2:7][CH2:8][N:9]([CH2:12][C:13]2[C:14](=[O:19])[NH:15][CH:16]=[CH:17][N:18]=2)[CH2:10][CH2:11]1)=[O:32], predict the reactants needed to synthesize it. The reactants are: [F:1][C:2]1[CH:23]=[CH:22][CH:21]=[CH:20][C:3]=1[CH2:4][S:5][CH:6]1[CH2:11][CH2:10][N:9]([CH2:12][C:13]2[C:14](=[O:19])[NH:15][CH:16]=[CH:17][N:18]=2)[CH2:8][CH2:7]1.ClC1C=CC=C(C(OO)=[O:32])C=1.S([O-])([O-])(=O)=S.[Na+].[Na+]. (5) Given the product [Cl:18][C:19]1[CH:26]=[CH:25][CH:24]=[CH:23][C:20]=1[CH2:21][N:12]1[C:13]([CH3:17])([CH3:16])[C:14](=[O:15])[N:11]1[CH:2]1[CH:3]2[CH2:4][CH:5]3[CH2:6][CH:7]([CH2:8][CH:1]1[CH2:10]3)[CH2:9]2, predict the reactants needed to synthesize it. The reactants are: [CH:1]12[CH2:10][CH:5]3[CH2:6][CH:7]([CH2:9][CH:3]([CH2:4]3)[CH:2]1[N:11]1[C:14](=[O:15])[C:13]([CH3:17])([CH3:16])[NH:12]1)[CH2:8]2.[Cl:18][C:19]1[CH:26]=[CH:25][CH:24]=[CH:23][C:20]=1[CH2:21]Br. (6) Given the product [CH3:34][N:35]1[CH2:40][CH2:39][N:38]([CH2:41][C:42]2[CH:47]=[CH:46][C:45]([NH:48][C:16](=[O:18])[C:15]#[C:14][C:11]3[CH:10]=[CH:9][C:8]([C:5]4[CH:4]=[CH:3][C:2]([Cl:1])=[CH:7][CH:6]=4)=[CH:13][CH:12]=3)=[CH:44][CH:43]=2)[CH2:37][CH2:36]1, predict the reactants needed to synthesize it. The reactants are: [Cl:1][C:2]1[CH:7]=[CH:6][C:5]([C:8]2[CH:13]=[CH:12][C:11]([C:14]#[C:15][C:16]([OH:18])=O)=[CH:10][CH:9]=2)=[CH:4][CH:3]=1.CN1CCOCC1.ClC(OCC(C)C)=O.[CH3:34][N:35]1[CH2:40][CH2:39][N:38]([CH2:41][C:42]2[CH:47]=[CH:46][C:45]([NH2:48])=[CH:44][CH:43]=2)[CH2:37][CH2:36]1. (7) Given the product [NH2:5][C:4]1[CH:6]=[CH:7][C:8]([O:9][C:10]2[CH:15]=[CH:14][N:13]=[C:12]3[CH:16]=[C:17]([C:22]#[C:21][CH2:20][NH:23][C:24](=[O:31])[CH2:25][N:26]4[CH2:30][CH2:29][CH2:28][CH2:27]4)[S:18][C:11]=23)=[C:2]([F:1])[CH:3]=1, predict the reactants needed to synthesize it. The reactants are: [F:1][C:2]1[CH:3]=[C:4]([CH:6]=[CH:7][C:8]=1[O:9][C:10]1[CH:15]=[CH:14][N:13]=[C:12]2[CH:16]=[C:17](I)[S:18][C:11]=12)[NH2:5].[CH2:20]([NH:23][C:24](=[O:31])[CH2:25][N:26]1[CH2:30][CH2:29][CH2:28][CH2:27]1)[C:21]#[CH:22].